This data is from Peptide-MHC class II binding affinity with 134,281 pairs from IEDB. The task is: Regression. Given a peptide amino acid sequence and an MHC pseudo amino acid sequence, predict their binding affinity value. This is MHC class II binding data. (1) The peptide sequence is WQSGSGGVWREMHHL. The MHC is DRB4_0101 with pseudo-sequence DRB4_0103. The binding affinity (normalized) is 0.110. (2) The peptide sequence is TGHGTVVMQVKVPKG. The MHC is DRB1_0802 with pseudo-sequence DRB1_0802. The binding affinity (normalized) is 0.322. (3) The peptide sequence is CGKYLFNWAVRTKLKLTPIA. The MHC is DRB1_0401 with pseudo-sequence DRB1_0401. The binding affinity (normalized) is 0.419. (4) The peptide sequence is CGYKDVDKPPFDGMT. The MHC is DRB1_1101 with pseudo-sequence DRB1_1101. The binding affinity (normalized) is 0.235. (5) The peptide sequence is GKKITAHLKRLWKML. The MHC is H-2-IEd with pseudo-sequence H-2-IEd. The binding affinity (normalized) is 0.449.